From a dataset of Reaction yield outcomes from USPTO patents with 853,638 reactions. Predict the reaction yield, written as a fraction of the theoretical maximum amount of product (1.0 means a 100% yield; for example, 0.34 means a 34% yield). (1) The reactants are [CH:1]1[C:9]2[C:8]3[CH:10]=[CH:11][CH:12]=[CH:13][C:7]=3[O:6][C:5]=2[CH:4]=[CH:3][C:2]=1[CH2:14][C:15]1[C:24]2[C:19](=[CH:20][C:21]([O:27][CH3:28])=[C:22]([O:25][CH3:26])[CH:23]=2)[CH:18]=[N:17][CH:16]=1.C1C=C(Cl)C=C(C(OO)=[O:37])C=1. The catalyst is C(Cl)Cl. The product is [CH:1]1[C:9]2[C:8]3[CH:10]=[CH:11][CH:12]=[CH:13][C:7]=3[O:6][C:5]=2[CH:4]=[CH:3][C:2]=1[CH2:14][C:15]1[C:24]2[C:19](=[CH:20][C:21]([O:27][CH3:28])=[C:22]([O:25][CH3:26])[CH:23]=2)[CH:18]=[N+:17]([O-:37])[CH:16]=1. The yield is 1.00. (2) The reactants are [OH-:1].[K+].[CH3:3][O:4][C:5]1[CH:12]=[CH:11][CH:10]=[CH:9][C:6]=1[C:7]#[N:8].Cl.[NH2:14]O. The catalyst is C(O)C. The product is [OH:1][NH:8][C:7](=[NH:14])[C:6]1[CH:9]=[CH:10][CH:11]=[CH:12][C:5]=1[O:4][CH3:3]. The yield is 0.910. (3) The reactants are C([O:3][C:4]([C:6]1[C:7]([C:12]2[CH:17]=[CH:16][CH:15]=[CH:14][N:13]=2)=[N:8][O:9][C:10]=1[CH3:11])=O)C.[H-].[Al+3].[Li+].[H-].[H-].[H-].O.[OH-].[Na+]. The product is [CH3:11][C:10]1[O:9][N:8]=[C:7]([C:12]2[CH:17]=[CH:16][CH:15]=[CH:14][N:13]=2)[C:6]=1[CH2:4][OH:3]. The catalyst is C1COCC1. The yield is 0.860. (4) The reactants are [CH3:1][CH:2]1[CH2:11][C:10]2[C:5](=[CH:6][C:7]([O:20][CH3:21])=[C:8]([O:12][CH2:13][C:14]3[CH:19]=[CH:18][CH:17]=[CH:16][CH:15]=3)[CH:9]=2)[CH2:4][NH:3]1.CCN(C(C)C)C(C)C.[CH3:31][O:32][C:33]1[CH:40]=[CH:39][C:38]([O:41][CH3:42])=[CH:37][C:34]=1[CH2:35]Cl.[Cl-].[NH4+]. The catalyst is CN(C=O)C.O. The product is [CH3:31][O:32][C:33]1[CH:40]=[CH:39][C:38]([O:41][CH3:42])=[CH:37][C:34]=1[CH2:35][N:3]1[CH:2]([CH3:1])[CH2:11][C:10]2[C:5](=[CH:6][C:7]([O:20][CH3:21])=[C:8]([O:12][CH2:13][C:14]3[CH:19]=[CH:18][CH:17]=[CH:16][CH:15]=3)[CH:9]=2)[CH2:4]1. The yield is 0.760. (5) The reactants are [C:1]([O:5][C:6]([N:8]1[CH2:12][CH2:11][CH2:10][CH:9]1[C:13]1[NH:14][C:15]([C:18]2[CH:23]=[CH:22][C:21](B3OC(C)(C)C(C)(C)O3)=[CH:20][CH:19]=2)=[CH:16][N:17]=1)=[O:7])([CH3:4])([CH3:3])[CH3:2].Br[C:34]1[CH:41]=[CH:40][C:39]([Cl:42])=[CH:38][C:35]=1[C:36]#[N:37].C(=O)([O-])[O-].[K+].[K+]. The catalyst is C1C=CC([P]([Pd]([P](C2C=CC=CC=2)(C2C=CC=CC=2)C2C=CC=CC=2)([P](C2C=CC=CC=2)(C2C=CC=CC=2)C2C=CC=CC=2)[P](C2C=CC=CC=2)(C2C=CC=CC=2)C2C=CC=CC=2)(C2C=CC=CC=2)C2C=CC=CC=2)=CC=1.C([O-])(O)=O.[Na+]. The product is [C:1]([O:5][C:6]([N:8]1[CH2:12][CH2:11][CH2:10][CH:9]1[C:13]1[NH:14][C:15]([C:18]2[CH:19]=[CH:20][C:21]([C:34]3[CH:41]=[CH:40][C:39]([Cl:42])=[CH:38][C:35]=3[C:36]#[N:37])=[CH:22][CH:23]=2)=[CH:16][N:17]=1)=[O:7])([CH3:4])([CH3:3])[CH3:2]. The yield is 0.810. (6) The yield is 0.498. The product is [CH3:24][O:23][C:17]1[CH:16]=[C:15]([N:8]2[CH:7]=[CH:6][C:5]3[C:10](=[CH:11][CH:12]=[C:3]([O:2][CH3:1])[CH:4]=3)[C:9]2=[O:13])[CH:22]=[CH:21][C:18]=1[CH:19]=[O:20]. The reactants are [CH3:1][O:2][C:3]1[CH:4]=[C:5]2[C:10](=[CH:11][CH:12]=1)[C:9]([OH:13])=[N:8][CH:7]=[CH:6]2.Br[C:15]1[CH:22]=[CH:21][C:18]([CH:19]=[O:20])=[C:17]([O:23][CH3:24])[CH:16]=1.N1CCC[C@H]1C(O)=O.C(=O)([O-])[O-].[K+].[K+]. The catalyst is [Cu]I.CS(C)=O. (7) The reactants are [C:1]1([C:7]2[S:11][C:10]([CH3:12])=[N:9][C:8]=2[C:13]([OH:15])=O)[CH:6]=[CH:5][CH:4]=[CH:3][CH:2]=1.CCN(C(C)C)C(C)C.CN(C(ON1N=NC2C=CC=CC1=2)=[N+](C)C)C.[B-](F)(F)(F)F.[NH:47]1[CH2:52][CH2:51][CH2:50][CH2:49][C@H:48]1[CH2:53][C:54]1[N:55]=[C:56]2[CH:61]=[C:60]([C:62]([F:65])([F:64])[F:63])[CH:59]=[CH:58][N:57]2[CH:66]=1. The catalyst is CN(C=O)C.O. The yield is 0.660. The product is [CH3:12][C:10]1[S:11][C:7]([C:1]2[CH:2]=[CH:3][CH:4]=[CH:5][CH:6]=2)=[C:8]([C:13]([N:47]2[CH2:52][CH2:51][CH2:50][CH2:49][C@H:48]2[CH2:53][C:54]2[N:55]=[C:56]3[CH:61]=[C:60]([C:62]([F:63])([F:64])[F:65])[CH:59]=[CH:58][N:57]3[CH:66]=2)=[O:15])[N:9]=1. (8) The reactants are CN(C(ON1N=NC2C=CC=NC1=2)=[N+](C)C)C.F[P-](F)(F)(F)(F)F.[C:25]([O:29][C:30]([N:32]1[CH2:37][CH2:36][C:35]([C:41]#[N:42])([C:38]([OH:40])=O)[CH2:34][CH2:33]1)=[O:31])([CH3:28])([CH3:27])[CH3:26].[NH:43]1[C:51]2[C:46](=[CH:47][CH:48]=[CH:49][CH:50]=2)[CH:45]=[C:44]1[CH2:52][NH2:53].CCN(C(C)C)C(C)C. The catalyst is CC(N(C)C)=O.CCOC(C)=O. The product is [NH:43]1[C:51]2[C:46](=[CH:47][CH:48]=[CH:49][CH:50]=2)[CH:45]=[C:44]1[CH2:52][NH:53][C:38]([C:35]1([C:41]#[N:42])[CH2:34][CH2:33][N:32]([C:30]([O:29][C:25]([CH3:26])([CH3:27])[CH3:28])=[O:31])[CH2:37][CH2:36]1)=[O:40]. The yield is 0.457. (9) The reactants are N(C(OCC)=O)=NC(OCC)=O.[OH:13][C:14]1[CH:23]=[C:22]2[C:17]([C:18](=[O:32])[N:19]([CH2:24][O:25][C:26](=[O:31])[C:27]([CH3:30])([CH3:29])[CH3:28])[CH:20]=[N:21]2)=[CH:16][C:15]=1[O:33][CH3:34].C1(P(C2C=CC=CC=2)C2C=CC=CC=2)C=CC=CC=1.[CH3:54][O:55][CH2:56][CH2:57][O:58][CH2:59][CH2:60]O. The catalyst is C(Cl)Cl. The product is [CH3:34][O:33][C:15]1[CH:16]=[C:17]2[C:22](=[CH:23][C:14]=1[O:13][CH2:60][CH2:59][O:58][CH2:57][CH2:56][O:55][CH3:54])[N:21]=[CH:20][N:19]([CH2:24][O:25][C:26](=[O:31])[C:27]([CH3:28])([CH3:29])[CH3:30])[C:18]2=[O:32]. The yield is 1.00.